The task is: Predict the product of the given reaction.. This data is from Forward reaction prediction with 1.9M reactions from USPTO patents (1976-2016). Given the reactants C([O:9][C@H:10]([C@@H:13]1[CH2:17][C@@H:16]([CH3:18])[C@H:15]([N:19]2[C:23]3[N:24]=[C:25]([NH2:29])[NH:26][C:27](=[O:28])[C:22]=3[S:21][C:20]2=[O:30])[O:14]1)[CH2:11][CH3:12])(=O)C1C=CC=CC=1.C([O-])([O-])=O.[K+].[K+], predict the reaction product. The product is: [NH2:29][C:25]1[NH:26][C:27](=[O:28])[C:22]2[S:21][C:20](=[O:30])[N:19]([C@H:15]3[C@H:16]([CH3:18])[CH2:17][C@@H:13]([C@@H:10]([OH:9])[CH2:11][CH3:12])[O:14]3)[C:23]=2[N:24]=1.